From a dataset of Peptide-MHC class II binding affinity with 134,281 pairs from IEDB. Regression. Given a peptide amino acid sequence and an MHC pseudo amino acid sequence, predict their binding affinity value. This is MHC class II binding data. (1) The peptide sequence is NSADTISSYFVGK. The MHC is H-2-IAd with pseudo-sequence H-2-IAd. The binding affinity (normalized) is 0. (2) The peptide sequence is SLELELIGSKRILDE. The MHC is DRB1_1302 with pseudo-sequence DRB1_1302. The binding affinity (normalized) is 0.427. (3) The peptide sequence is APYHFDLSGHAFGAM. The MHC is DRB1_1201 with pseudo-sequence DRB1_1201. The binding affinity (normalized) is 0.687. (4) The peptide sequence is MVSVGPLPKAE. The MHC is HLA-DQA10102-DQB10602 with pseudo-sequence HLA-DQA10102-DQB10602. The binding affinity (normalized) is 0. (5) The peptide sequence is ELLKTVRLIKFLYQSNP. The MHC is H-2-IAb with pseudo-sequence H-2-IAb. The binding affinity (normalized) is 0.0450.